Task: Predict the reactants needed to synthesize the given product.. Dataset: Full USPTO retrosynthesis dataset with 1.9M reactions from patents (1976-2016) (1) Given the product [Br:24][C:25]1[CH:43]=[CH:42][C:28]2[O:29][CH2:30][CH:31]=[CH:32][C:33](=[O:34])[C:27]=2[CH:26]=1, predict the reactants needed to synthesize it. The reactants are: N1C(C)=CC(C)=CC=1C.C(C1C(=O)C(Cl)=C(Cl)C(=O)C=1C#N)#N.[Br:24][C:25]1[CH:43]=[CH:42][C:28]2[O:29][CH2:30][CH2:31][CH:32]=[C:33]([O:34][Si](C(C)(C)C)(C)C)[C:27]=2[CH:26]=1. (2) Given the product [F:1][CH:2]([F:14])[CH2:3][O:4][C:5]1[C:6]([CH3:13])=[CH:7][C:8]([CH2:11][N:19]2[C:15](=[O:25])[C:16]3[C:17](=[CH:21][CH:22]=[CH:23][CH:24]=3)[C:18]2=[O:20])=[N:9][CH:10]=1, predict the reactants needed to synthesize it. The reactants are: [F:1][CH:2]([F:14])[CH2:3][O:4][C:5]1[C:6]([CH3:13])=[CH:7][C:8]([CH2:11]O)=[N:9][CH:10]=1.[C:15]1(=[O:25])[NH:19][C:18](=[O:20])[C:17]2=[CH:21][CH:22]=[CH:23][CH:24]=[C:16]12.CCCCCCCCCCCCN. (3) Given the product [Br:1][C:2]1[CH:28]=[CH:27][C:5]2[N:6]([C:23]([CH3:26])([CH3:25])[CH3:24])[C:7]([C:9]3[CH:22]=[CH:21][CH:20]=[CH:19][C:10]=3[C:11]3[N:13]=[C:14]([CH3:15])[NH:16][N:29]=3)=[N:8][C:4]=2[CH:3]=1, predict the reactants needed to synthesize it. The reactants are: [Br:1][C:2]1[CH:28]=[CH:27][C:5]2[N:6]([C:23]([CH3:26])([CH3:25])[CH3:24])[C:7]([C:9]3[CH:22]=[CH:21][CH:20]=[CH:19][C:10]=3[C:11](/[N:13]=[C:14](/[N:16](C)C)\[CH3:15])=O)=[N:8][C:4]=2[CH:3]=1.[NH2:29]N. (4) Given the product [NH2:1][C:2]1[C:11]2[C:6](=[C:7]([O:14][CH:15]3[CH2:19][CH2:18][CH2:17][CH2:16]3)[C:8]([O:12][CH3:13])=[CH:9][CH:10]=2)[O:5][C:4](=[O:20])[C:3]=1[F:22], predict the reactants needed to synthesize it. The reactants are: [NH2:1][C:2]1[C:11]2[C:6](=[C:7]([O:14][CH:15]3[CH2:19][CH2:18][CH2:17][CH2:16]3)[C:8]([O:12][CH3:13])=[CH:9][CH:10]=2)[O:5][C:4](=[O:20])[CH:3]=1.[B-](F)(F)(F)[F:22].[B-](F)(F)(F)F.C1[N+]2(CCl)CC[N+](F)(CC2)C1. (5) The reactants are: [Cl:1][C:2]1[CH:7]=[CH:6][C:5]([OH:8])=[CH:4][CH:3]=1.Cl[CH2:10][C:11](=[O:13])[CH3:12].C(=O)([O-])[O-].[K+].[K+]. Given the product [Cl:1][C:2]1[CH:7]=[CH:6][C:5]([O:8][CH2:10][C:11](=[O:13])[CH3:12])=[CH:4][CH:3]=1, predict the reactants needed to synthesize it. (6) Given the product [CH3:23][C:17]1[CH:16]=[N:15][C:14]([CH2:13][S+:11]([O-:12])[C:9]2[NH:8][C:7]3[CH:24]=[CH:25][C:4]([O:3][CH3:2])=[CH:5][C:6]=3[N:10]=2)=[C:19]([CH3:20])[C:18]=1[O:21][CH3:22], predict the reactants needed to synthesize it. The reactants are: [K].[CH3:2][O:3][C:4]1[CH:25]=[CH:24][C:7]2[NH:8][C:9]([S@:11]([CH2:13][C:14]3[C:19]([CH3:20])=[C:18]([O:21][CH3:22])[C:17]([CH3:23])=[CH:16][N:15]=3)=[O:12])=[N:10][C:6]=2[CH:5]=1.[Cl-].[Mg+2].[Cl-].